Dataset: Catalyst prediction with 721,799 reactions and 888 catalyst types from USPTO. Task: Predict which catalyst facilitates the given reaction. (1) Reactant: [C:1]([O:9][CH2:10][CH:11]1[C@@H:15]([F:16])[C@@H:14]([OH:17])[C@@H:13]([O:18][CH3:19])[O:12]1)(=[O:8])[C:2]1[CH:7]=[CH:6][CH:5]=[CH:4][CH:3]=1.I(C1C=CC=CC=1C(O)=O)(=O)=O. Product: [C:1]([O:9][CH2:10][C@@H:11]1[C@@H:15]([F:16])[C:14](=[O:17])[C@@H:13]([O:18][CH3:19])[O:12]1)(=[O:8])[C:2]1[CH:3]=[CH:4][CH:5]=[CH:6][CH:7]=1. The catalyst class is: 148. (2) Reactant: [NH2:1][C:2]1[C:7]([Br:8])=[CH:6][C:5]([C:9]([F:12])([F:11])[F:10])=[CH:4][C:3]=1[Br:13].O[CH:15]([CH3:19])[C:16](=O)[CH3:17].[C:20](#[N:24])[CH2:21][C:22]#[N:23]. Product: [NH2:23][C:22]1[N:1]([C:2]2[C:3]([Br:13])=[CH:4][C:5]([C:9]([F:12])([F:10])[F:11])=[CH:6][C:7]=2[Br:8])[C:15]([CH3:19])=[C:16]([CH3:17])[C:21]=1[C:20]#[N:24]. The catalyst class is: 626. (3) Reactant: [CH:1]([N:4]([CH:35]([CH3:37])[CH3:36])[C:5]([NH:7][C:8]1[C:9]([C:19]2[NH:23][C:22]3[CH:24]=[C:25]([N:28]4[CH2:33][CH2:32][N:31]([CH3:34])[CH2:30][CH2:29]4)[CH:26]=[CH:27][C:21]=3[N:20]=2)=[N:10][N:11](C2CCCCO2)[CH:12]=1)=[O:6])([CH3:3])[CH3:2].Cl. Product: [CH:35]([N:4]([CH:1]([CH3:3])[CH3:2])[C:5]([NH:7][C:8]1[C:9]([C:19]2[NH:23][C:22]3[CH:24]=[C:25]([N:28]4[CH2:33][CH2:32][N:31]([CH3:34])[CH2:30][CH2:29]4)[CH:26]=[CH:27][C:21]=3[N:20]=2)=[N:10][NH:11][CH:12]=1)=[O:6])([CH3:37])[CH3:36]. The catalyst class is: 12. (4) Reactant: [Cl:1][C:2]1[CH:20]=[CH:19][C:5]([CH2:6][C:7]2[CH:8]=[N:9][C:10]3[N:11]([N:13]=[CH:14][C:15]=3[C:16](O)=[O:17])[CH:12]=2)=[CH:4][C:3]=1[C:21]([F:24])([F:23])[F:22].CN(C(ON1N=NC2C=CC=CC1=2)=[N+](C)C)C.[B-](F)(F)(F)F.C(N(CC)C(C)C)(C)C.[NH2:56][CH2:57][C:58]([NH2:60])=[O:59]. Product: [NH2:60][C:58](=[O:59])[CH2:57][NH:56][C:16]([C:15]1[CH:14]=[N:13][N:11]2[CH:12]=[C:7]([CH2:6][C:5]3[CH:19]=[CH:20][C:2]([Cl:1])=[C:3]([C:21]([F:23])([F:22])[F:24])[CH:4]=3)[CH:8]=[N:9][C:10]=12)=[O:17]. The catalyst class is: 3. (5) Reactant: C[O:2][C:3]1[C:4]2[C:8]([CH:9]=[C:10]([C:12]([O:14][CH3:15])=[O:13])[CH:11]=1)=[N:7][N:6]([CH3:16])[CH:5]=2.B(Br)(Br)Br.S(=O)(=O)(O)O. Product: [OH:2][C:3]1[C:4]2[C:8]([CH:9]=[C:10]([C:12]([O:14][CH3:15])=[O:13])[CH:11]=1)=[N:7][N:6]([CH3:16])[CH:5]=2. The catalyst class is: 4. (6) The catalyst class is: 135. Reactant: N#N.[NH:3]1[C:7]2[CH:8]=[CH:9][CH:10]=[CH:11][C:6]=2[N:5]=[C:4]1[CH:12]([NH:26]C(=O)OC(C)(C)C)[CH2:13][C:14]1[C:19]([F:20])=[C:18]([F:21])[C:17]([O:22][CH3:23])=[C:16]([F:24])[C:15]=1[F:25].Cl. Product: [NH:3]1[C:7]2[CH:8]=[CH:9][CH:10]=[CH:11][C:6]=2[N:5]=[C:4]1[CH:12]([NH2:26])[CH2:13][C:14]1[C:19]([F:20])=[C:18]([F:21])[C:17]([O:22][CH3:23])=[C:16]([F:24])[C:15]=1[F:25]. (7) Reactant: [OH:1][C:2]1[CH:7]=[C:6]([OH:8])[CH:5]=[CH:4][C:3]=1[C:9](=[O:21])[CH2:10][C:11]1[CH:16]=[CH:15][C:14]([OH:17])=[C:13]([N+:18]([O-:20])=[O:19])[CH:12]=1.[C:22](O[C:22]([C:24]([F:27])([F:26])[F:25])=O)([C:24]([F:27])([F:26])[F:25])=O. Product: [OH:8][C:6]1[CH:7]=[C:2]2[C:3]([C:9](=[O:21])[C:10]([C:11]3[CH:16]=[CH:15][C:14]([OH:17])=[C:13]([N+:18]([O-:20])=[O:19])[CH:12]=3)=[C:22]([C:24]([F:27])([F:26])[F:25])[O:1]2)=[CH:4][CH:5]=1. The catalyst class is: 2. (8) Reactant: C(N(CC)CC)C.[CH3:8][S:9](Cl)(=[O:11])=[O:10].[NH2:13][C:14]1[CH:19]=[CH:18][C:17]([NH:20][C:21]([N:23]2[CH2:28][CH2:27][N:26]([C:29]3[CH:34]=[CH:33][C:32]([NH:35][C:36]([NH:38][C:39]4[CH:44]=[C:43]([CH3:45])[CH:42]=[CH:41][C:40]=4[O:46][CH3:47])=[O:37])=[CH:31][CH:30]=3)[CH2:25][CH2:24]2)=[O:22])=[C:16]([Cl:48])[CH:15]=1. Product: [Cl:48][C:16]1[CH:15]=[C:14]([NH:13][S:9]([CH3:8])(=[O:11])=[O:10])[CH:19]=[CH:18][C:17]=1[NH:20][C:21]([N:23]1[CH2:28][CH2:27][N:26]([C:29]2[CH:34]=[CH:33][C:32]([NH:35][C:36]([NH:38][C:39]3[CH:44]=[C:43]([CH3:45])[CH:42]=[CH:41][C:40]=3[O:46][CH3:47])=[O:37])=[CH:31][CH:30]=2)[CH2:25][CH2:24]1)=[O:22]. The catalyst class is: 566. (9) Reactant: [NH2:1][C@@:2]([C:7]1[CH:12]=[C:11]([Br:13])[C:10]([F:14])=[CH:9][C:8]=1[F:15])([CH3:6])[CH2:3][CH2:4][OH:5].[O:16](C(OC(C)(C)C)=O)[C:17]([O:19][C:20]([CH3:23])([CH3:22])[CH3:21])=O.O.CCOC(C)=O.O. Product: [Br:13][C:11]1[C:10]([F:14])=[CH:9][C:8]([F:15])=[C:7]([C@@:2]([NH:1][C:17](=[O:16])[O:19][C:20]([CH3:23])([CH3:22])[CH3:21])([CH2:3][CH2:4][OH:5])[CH3:6])[CH:12]=1. The catalyst class is: 12. (10) Reactant: [Br:1][C:2]1[CH:15]=[CH:14][C:13]2[O:12][C:11]3[C:6](=[N:7][C:8]([Cl:17])=[CH:9][C:10]=3[F:16])[C:5](=O)[C:4]=2[CH:3]=1.[CH3:19][Mg]Cl. Product: [Br:1][C:2]1[CH:15]=[CH:14][C:13]2[O:12][C:11]3[C:6](=[N:7][C:8]([Cl:17])=[CH:9][C:10]=3[F:16])[C:5](=[CH2:19])[C:4]=2[CH:3]=1. The catalyst class is: 1.